Dataset: Reaction yield outcomes from USPTO patents with 853,638 reactions. Task: Predict the reaction yield, written as a fraction of the theoretical maximum amount of product (1.0 means a 100% yield; for example, 0.34 means a 34% yield). (1) The reactants are [OH:1][C:2]1[C:3]([C:8]([NH:10][C:11]23[C:29](=[O:30])[C:28]4[C:23](=[CH:24][CH:25]=[CH:26][C:27]=4[N+:31]([O-])=O)[C:12]2([OH:34])[O:13][C:14]2[CH:19]=[C:18]([CH:20]([CH3:22])[CH3:21])[CH:17]=[CH:16][C:15]=23)=[O:9])=[N:4][CH:5]=[CH:6][CH:7]=1.[NH4+]=S. The catalyst is CO. The product is [NH2:31][C:27]1[CH:26]=[CH:25][CH:24]=[C:23]2[C:28]=1[C:29](=[O:30])[C:11]1([NH:10][C:8](=[O:9])[C:3]3[C:2]([OH:1])=[CH:7][CH:6]=[CH:5][N:4]=3)[C:15]3[CH:16]=[CH:17][C:18]([CH:20]([CH3:21])[CH3:22])=[CH:19][C:14]=3[O:13][C:12]12[OH:34]. The yield is 0.270. (2) The reactants are [CH:1]1[CH:2]=[CH:3][C:4]2[C:15](=[O:16])[C:14]3[C:9](=[C:10](O)[CH:11]=[CH:12][C:13]=3[OH:17])[C:7](=[O:8])[C:5]=2[CH:6]=1.[BH4-].[Na+].[CH3:21][CH:22]([CH3:26])[CH2:23][CH2:24][NH2:25].N1CCCCC1.COCC(O)C. The catalyst is C1(C)C=CC=CC=1. The product is [CH3:21][CH:22]([CH3:26])[CH2:23][CH2:24][NH:25][C:10]1[C:9]2[C:7](=[O:8])[C:5]3[C:4](=[CH:3][CH:2]=[CH:1][CH:6]=3)[C:15](=[O:16])[C:14]=2[C:13]([OH:17])=[CH:12][CH:11]=1. The yield is 0.500. (3) The reactants are [CH3:1][O:2][C:3]([N:5]1[CH2:10][C:9](=[O:11])[N:8]2[CH:12]([C:15](=O)[NH:16][CH2:17][C:18]([C:20]3[CH:25]=[CH:24][C:23]([Br:26])=[CH:22][CH:21]=3)=O)[CH2:13][CH2:14][CH:7]2[CH2:6]1)=[O:4].C([O-])(=O)C.[NH4+:32]. No catalyst specified. The product is [CH3:1][O:2][C:3]([N:5]1[CH2:10][C:9](=[O:11])[N:8]2[CH:12]([C:15]3[NH:32][C:18]([C:20]4[CH:25]=[CH:24][C:23]([Br:26])=[CH:22][CH:21]=4)=[CH:17][N:16]=3)[CH2:13][CH2:14][CH:7]2[CH2:6]1)=[O:4]. The yield is 0.600. (4) The reactants are [Li+:1].C[Si]([N-][Si](C)(C)C)(C)C.[C:11]([C:14]1[O:15][CH:16]=[CH:17][CH:18]=1)(=[O:13])[CH3:12].[C:19](OC(C)(C)C)(=[O:27])[C:20]([O:22][C:23]([CH3:26])([CH3:25])[CH3:24])=[O:21]. The catalyst is CCOCC. The product is [C:23]([O:22][C:20](=[O:21])[C:19]([O-:27])=[CH:12][C:11]([C:14]1[O:15][CH:16]=[CH:17][CH:18]=1)=[O:13])([CH3:26])([CH3:25])[CH3:24].[Li+:1]. The yield is 0.830. (5) The reactants are [N+:1]([C:4]1[CH:5]=[C:6]2[C:10](=[CH:11][CH:12]=1)[NH:9][NH:8][C:7]2=[O:13])([O-:3])=[O:2].Cl.Cl[CH2:16][C:17]1[CH:22]=[CH:21][CH:20]=[CH:19][N:18]=1.[OH-].[Na+].Cl. The catalyst is O1CCOCC1.C(OCC)(=O)C.O. The product is [N+:1]([C:4]1[CH:5]=[C:6]2[C:10](=[CH:11][CH:12]=1)[N:9]([CH2:16][C:17]1[CH:22]=[CH:21][CH:20]=[CH:19][N:18]=1)[NH:8][C:7]2=[O:13])([O-:3])=[O:2]. The yield is 0.680. (6) The reactants are [C:1]([O:7][CH2:8][CH3:9])(=[O:6])[CH2:2][C:3]([CH3:5])=O.[Cl:10][C:11]1[CH:18]=[CH:17][C:16]([Cl:19])=[CH:15][C:12]=1[CH:13]=O.[NH4+:20].[OH-:21]. The catalyst is CCO.C(Cl)Cl. The product is [Cl:10][C:11]1[CH:18]=[CH:17][C:16]([Cl:19])=[CH:15][C:12]=1[CH:13]1[C:2]([C:1]([O:7][CH2:8][CH3:9])=[O:6])=[C:3]([CH3:5])[NH:20][C:3]([CH3:5])=[C:2]1[C:1]([O:7][CH2:8][CH3:9])=[O:21]. The yield is 0.550. (7) The reactants are [CH2:1]([N:4]([CH2:13][CH2:14][CH3:15])[C:5](/[CH:7]=[C:8](\[CH3:12])/[C:9]([OH:11])=O)=[O:6])[CH2:2][CH3:3].Cl.CN(C)CCCN=C=NCC.ON1C2C=CC=CC=2N=N1.[C:38]([O:42][C:43]([N:45]1[C@@H:50]([C@@H:51]([OH:63])[C@@H:52]([NH2:62])[CH2:53][C:54]2[CH:59]=[C:58]([F:60])[CH:57]=[C:56]([F:61])[CH:55]=2)[CH2:49][O:48][C@@H:47]([CH2:64][O:65][CH:66]2[CH2:71][CH2:70][CH2:69][CH2:68][CH2:67]2)[CH2:46]1)=[O:44])([CH3:41])([CH3:40])[CH3:39]. The yield is 0.452. The catalyst is ClCCl. The product is [C:38]([O:42][C:43]([N:45]1[C@@H:50]([C@@H:51]([OH:63])[C@@H:52]([NH:62][C:9](=[O:11])/[C:8](/[CH3:12])=[CH:7]/[C:5](=[O:6])[N:4]([CH2:1][CH2:2][CH3:3])[CH2:13][CH2:14][CH3:15])[CH2:53][C:54]2[CH:59]=[C:58]([F:60])[CH:57]=[C:56]([F:61])[CH:55]=2)[CH2:49][O:48][C@@H:47]([CH2:64][O:65][CH:66]2[CH2:71][CH2:70][CH2:69][CH2:68][CH2:67]2)[CH2:46]1)=[O:44])([CH3:41])([CH3:39])[CH3:40]. (8) The reactants are [Br:1][C:2]1[CH:7]=[CH:6][C:5]([CH2:8][C:9](O)=[O:10])=[C:4]([N+:12]([O-])=O)[CH:3]=1. The catalyst is OS(O)(=O)=O.CCO.[Zn]. The product is [Br:1][C:2]1[CH:3]=[C:4]2[C:5]([CH2:8][C:9](=[O:10])[NH:12]2)=[CH:6][CH:7]=1. The yield is 0.630. (9) The reactants are B(F)(F)F.CCOCC.[C:10]([CH2:12][C:13]1([N:33]2[CH:37]=[C:36]([C:38]3[C:39]4[CH:46]=[CH:45][N:44](COCC[Si](C)(C)C)[C:40]=4[N:41]=[CH:42][N:43]=3)[CH:35]=[N:34]2)[CH2:16][N:15]([C:17]2[N:18]=[CH:19][C:20]([C:23]([NH:25][C:26]3([C:29]([F:32])([F:31])[F:30])[CH2:28][CH2:27]3)=[O:24])=[N:21][CH:22]=2)[CH2:14]1)#[N:11].[OH-].[NH4+].C([O-])(O)=O.[Na+]. The catalyst is C(#N)C.O. The product is [C:10]([CH2:12][C:13]1([N:33]2[CH:37]=[C:36]([C:38]3[C:39]4[CH:46]=[CH:45][NH:44][C:40]=4[N:41]=[CH:42][N:43]=3)[CH:35]=[N:34]2)[CH2:16][N:15]([C:17]2[N:18]=[CH:19][C:20]([C:23]([NH:25][C:26]3([C:29]([F:31])([F:30])[F:32])[CH2:27][CH2:28]3)=[O:24])=[N:21][CH:22]=2)[CH2:14]1)#[N:11]. The yield is 0.630.